Dataset: Reaction yield outcomes from USPTO patents with 853,638 reactions. Task: Predict the reaction yield, written as a fraction of the theoretical maximum amount of product (1.0 means a 100% yield; for example, 0.34 means a 34% yield). (1) The reactants are [CH:1]([Si:4]([CH:37]([CH3:39])[CH3:38])([CH:34]([CH3:36])[CH3:35])[O:5][CH2:6][CH:7]1[CH2:12][CH2:11][N:10]([C:13]2[N:17]3[CH:18]=[C:19]([O:22][C@H:23]4[C:32]5[C:27](=[CH:28][CH:29]=[CH:30][CH:31]=5)[C@@H:26]([NH2:33])[CH2:25][CH2:24]4)[CH:20]=[CH:21][C:16]3=[N:15][N:14]=2)[CH2:9][CH2:8]1)([CH3:3])[CH3:2].ClC(Cl)(Cl)C[O:43][C:44](=O)[NH:45][C:46]1[N:47]([C:55]2[CH:60]=[CH:59][C:58]([CH3:61])=[CH:57][CH:56]=2)[N:48]=[C:49]([C:51]([CH3:54])([CH3:53])[CH3:52])[CH:50]=1.CCN(C(C)C)C(C)C. The catalyst is O1CCOCC1. The product is [C:51]([C:49]1[CH:50]=[C:46]([NH:45][C:44]([NH:33][C@@H:26]2[C:27]3[C:32](=[CH:31][CH:30]=[CH:29][CH:28]=3)[C@H:23]([O:22][C:19]3[CH:20]=[CH:21][C:16]4[N:17]([C:13]([N:10]5[CH2:11][CH2:12][CH:7]([CH2:6][O:5][Si:4]([CH:1]([CH3:2])[CH3:3])([CH:34]([CH3:36])[CH3:35])[CH:37]([CH3:39])[CH3:38])[CH2:8][CH2:9]5)=[N:14][N:15]=4)[CH:18]=3)[CH2:24][CH2:25]2)=[O:43])[N:47]([C:55]2[CH:60]=[CH:59][C:58]([CH3:61])=[CH:57][CH:56]=2)[N:48]=1)([CH3:54])([CH3:52])[CH3:53]. The yield is 0.860. (2) The reactants are [OH-:1].[Na+].[C:3]([O:7][C:8]([NH:10][CH:11]([CH2:15][S:16][CH2:17][CH:18]1[CH2:20][CH2:19]1)[C:12]([OH:14])=[O:13])=[O:9])([CH3:6])([CH3:5])[CH3:4].OOS([O-])=O.[K+].C(=O)(O)[O-].[Na+].[OH2:32]. No catalyst specified. The product is [C:3]([O:7][C:8]([NH:10][C@@H:11]([CH2:15][S:16]([CH2:17][CH:18]1[CH2:19][CH2:20]1)(=[O:32])=[O:1])[C:12]([OH:14])=[O:13])=[O:9])([CH3:6])([CH3:4])[CH3:5]. The yield is 0.310. (3) The reactants are [CH3:1][C:2]1[CH:11]=[CH:10][C:9]2[C:4](=[CH:5][CH:6]=[CH:7][C:8]=2[N:12]2[CH2:17][CH2:16][N:15]([CH2:18][CH2:19][C:20]3[CH:21]=[C:22]([CH:24]=[CH:25][CH:26]=3)[NH2:23])[CH2:14][CH2:13]2)[N:3]=1.[Cl:27][CH2:28][CH2:29][CH2:30][N:31]=[C:32]=[O:33]. No catalyst specified. The product is [ClH:27].[ClH:27].[CH3:1][C:2]1[CH:11]=[CH:10][C:9]2[C:4](=[CH:5][CH:6]=[CH:7][C:8]=2[N:12]2[CH2:13][CH2:14][N:15]([CH2:18][CH2:19][C:20]3[CH:21]=[C:22]([N:23]4[CH2:28][CH2:29][CH2:30][NH:31][C:32]4=[O:33])[CH:24]=[CH:25][CH:26]=3)[CH2:16][CH2:17]2)[N:3]=1. The yield is 0.870.